Predict which catalyst facilitates the given reaction. From a dataset of Catalyst prediction with 721,799 reactions and 888 catalyst types from USPTO. (1) Reactant: [S:1](=[O:45])(=[O:44])([O:3][CH2:4][C@H:5]1[CH2:9][C@@H:8]([NH:10][C:11]2[C:16]([C:17]([C:19]3[S:20]C(C)=[C:22]([S:24][C:25]4[CH:30]=[CH:29][CH:28]=[C:27]([Cl:31])[CH:26]=4)[CH:23]=3)=[O:18])=[CH:15][N:14]=[CH:13][N:12]=2)[CH2:7][C@@H:6]1[O:33][Si:34]([CH:41]([CH3:43])[CH3:42])([CH:38]([CH3:40])[CH3:39])[CH:35]([CH3:37])[CH3:36])[NH2:2].ClC1C=CC=C(C(OO)=[O:54])C=1.[CH2:57]([Cl:59])Cl. Product: [S:1](=[O:44])(=[O:45])([O:3][CH2:4][C@H:5]1[CH2:9][C@@H:8]([NH:10][C:11]2[C:16]([C:17]([C:19]3[S:20][C:57]([Cl:59])=[C:22]([S:24]([C:25]4[CH:30]=[CH:29][CH:28]=[C:27]([Cl:31])[CH:26]=4)=[O:54])[CH:23]=3)=[O:18])=[CH:15][N:14]=[CH:13][N:12]=2)[CH2:7][C@@H:6]1[O:33][Si:34]([CH:41]([CH3:43])[CH3:42])([CH:38]([CH3:39])[CH3:40])[CH:35]([CH3:37])[CH3:36])[NH2:2]. The catalyst class is: 250. (2) Reactant: [Cl:1][C:2]1[CH:7]=[CH:6][CH:5]=[CH:4][C:3]=1[C:8]1[C:16]2[C:11](=[CH:12][C:13]([C:17]([O:19]C)=[O:18])=[CH:14][CH:15]=2)[N:10]([C:21]2[CH:26]=[CH:25][C:24]([CH3:27])=[CH:23][CH:22]=2)[CH:9]=1.[OH-].[Na+].O.Cl. Product: [Cl:1][C:2]1[CH:7]=[CH:6][CH:5]=[CH:4][C:3]=1[C:8]1[C:16]2[C:11](=[CH:12][C:13]([C:17]([OH:19])=[O:18])=[CH:14][CH:15]=2)[N:10]([C:21]2[CH:22]=[CH:23][C:24]([CH3:27])=[CH:25][CH:26]=2)[CH:9]=1. The catalyst class is: 7. (3) Reactant: [C:1]([C:3]1[C:11]2[C:6](=[N:7][C:8]([CH3:15])=[C:9]([CH2:13][CH3:14])[C:10]=2[CH3:12])[S:5][C:4]=1[C:16]([O:18]C)=[O:17])#[N:2].[OH-].[Na+]. Product: [C:1]([C:3]1[C:11]2[C:6](=[N:7][C:8]([CH3:15])=[C:9]([CH2:13][CH3:14])[C:10]=2[CH3:12])[S:5][C:4]=1[C:16]([OH:18])=[O:17])#[N:2]. The catalyst class is: 8. (4) Reactant: [OH:1][C:2]1[CH:3]=[C:4]([CH:7]=[CH:8][CH:9]=1)[C:5]#[N:6].Br[CH2:11][CH:12]=[C:13]([CH3:15])[CH3:14].C(=O)([O-])[O-].[K+].[K+].O. Product: [CH3:14][C:13]([CH3:15])=[CH:12][CH2:11][O:1][C:2]1[CH:3]=[C:4]([CH:7]=[CH:8][CH:9]=1)[C:5]#[N:6]. The catalyst class is: 9. (5) Reactant: [CH2:1]([C:5]1[N:6]=[C:7]([CH3:27])[NH:8][C:9](=[O:26])[C:10]=1[CH2:11][C:12]1[CH:17]=[CH:16][C:15]([C:18]2[C:19]([C:24]#[N:25])=[CH:20][CH:21]=[CH:22][CH:23]=2)=[CH:14][CH:13]=1)[CH2:2][CH2:3][CH3:4].[CH2:28]([O:30][C:31]1[CH:36]=[CH:35][C:34](B(O)O)=[CH:33][CH:32]=1)[CH3:29].C(N(CC)CC)C.N1C=CC=CC=1. Product: [CH2:1]([C:5]1[N:6]=[C:7]([CH3:27])[N:8]([C:34]2[CH:35]=[CH:36][C:31]([O:30][CH2:28][CH3:29])=[CH:32][CH:33]=2)[C:9](=[O:26])[C:10]=1[CH2:11][C:12]1[CH:17]=[CH:16][C:15]([C:18]2[C:19]([C:24]#[N:25])=[CH:20][CH:21]=[CH:22][CH:23]=2)=[CH:14][CH:13]=1)[CH2:2][CH2:3][CH3:4]. The catalyst class is: 297. (6) Reactant: [F:1][C:2]1[CH:23]=[CH:22][CH:21]=[CH:20][C:3]=1[CH2:4][O:5][C:6]1[CH:11]=[CH:10][C:9]([C@@H:12]2[NH:16][C@H:15]([C:17]([NH2:19])=[O:18])[CH2:14][CH2:13]2)=[CH:8][CH:7]=1.[ClH:24].O1CCOCC1. Product: [ClH:24].[F:1][C:2]1[CH:23]=[CH:22][CH:21]=[CH:20][C:3]=1[CH2:4][O:5][C:6]1[CH:7]=[CH:8][C:9]([C@@H:12]2[NH:16][C@H:15]([C:17]([NH2:19])=[O:18])[CH2:14][CH2:13]2)=[CH:10][CH:11]=1. The catalyst class is: 370. (7) Reactant: [CH3:1][C:2]1([CH3:9])[O:6][CH:5]([CH2:7][OH:8])[CH2:4][O:3]1.CO.C[O-].[Na+].[CH2:15](Cl)[C:16]1[CH:21]=[CH:20][CH:19]=[CH:18][CH:17]=1. Product: [CH2:15]([O:8][CH2:7][CH:5]1[CH2:4][O:3][C:2]([CH3:9])([CH3:1])[O:6]1)[C:16]1[CH:21]=[CH:20][CH:19]=[CH:18][CH:17]=1. The catalyst class is: 11. (8) Reactant: [CH2:1]([OH:7])[CH2:2][O:3][CH2:4][CH2:5][OH:6].O.C1(C)C=CC(S(O)(=O)=O)=CC=1.[O:20]1[CH2:25][CH2:24][CH2:23][CH2:22][CH2:21]1. Product: [O:20]1[CH2:25][CH2:24][CH2:23][CH2:22][CH:21]1[O:7][CH2:1][CH2:2][O:3][CH2:4][CH2:5][OH:6]. The catalyst class is: 2.